From a dataset of NCI-60 drug combinations with 297,098 pairs across 59 cell lines. Regression. Given two drug SMILES strings and cell line genomic features, predict the synergy score measuring deviation from expected non-interaction effect. (1) Drug 1: C1CN(CCN1C(=O)CCBr)C(=O)CCBr. Drug 2: C(CCl)NC(=O)N(CCCl)N=O. Cell line: SNB-19. Synergy scores: CSS=15.1, Synergy_ZIP=-8.93, Synergy_Bliss=-3.22, Synergy_Loewe=-4.53, Synergy_HSA=-1.84. (2) Drug 1: C1CCC(CC1)NC(=O)N(CCCl)N=O. Drug 2: N.N.Cl[Pt+2]Cl. Cell line: LOX IMVI. Synergy scores: CSS=32.5, Synergy_ZIP=-9.61, Synergy_Bliss=-5.73, Synergy_Loewe=-2.39, Synergy_HSA=-1.86. (3) Drug 1: C1=NC2=C(N=C(N=C2N1C3C(C(C(O3)CO)O)O)F)N. Drug 2: CC(C)CN1C=NC2=C1C3=CC=CC=C3N=C2N. Cell line: HCC-2998. Synergy scores: CSS=34.5, Synergy_ZIP=-0.131, Synergy_Bliss=-4.67, Synergy_Loewe=-7.02, Synergy_HSA=-7.65. (4) Drug 1: CC1=C2C(C(=O)C3(C(CC4C(C3C(C(C2(C)C)(CC1OC(=O)C(C(C5=CC=CC=C5)NC(=O)OC(C)(C)C)O)O)OC(=O)C6=CC=CC=C6)(CO4)OC(=O)C)OC)C)OC. Drug 2: C1=NC2=C(N1)C(=S)N=C(N2)N. Cell line: SK-MEL-28. Synergy scores: CSS=35.5, Synergy_ZIP=-3.74, Synergy_Bliss=-2.97, Synergy_Loewe=-6.09, Synergy_HSA=-0.239.